This data is from Full USPTO retrosynthesis dataset with 1.9M reactions from patents (1976-2016). The task is: Predict the reactants needed to synthesize the given product. Given the product [CH3:1][O:2][C:3]([C:4]1[C:5]2[N:11]=[N:13][NH:10][C:6]=2[CH:7]=[CH:8][CH:9]=1)=[O:12], predict the reactants needed to synthesize it. The reactants are: [CH3:1][O:2][C:3](=[O:12])[C:4]1[CH:9]=[CH:8][CH:7]=[C:6]([NH2:10])[C:5]=1[NH2:11].[N:13]([O-])=O.[Na+].